Task: Binary Classification. Given a T-cell receptor sequence (or CDR3 region) and an epitope sequence, predict whether binding occurs between them.. Dataset: TCR-epitope binding with 47,182 pairs between 192 epitopes and 23,139 TCRs (1) The epitope is TTLPVNVAF. The TCR CDR3 sequence is CASSSGLPNTGELFF. Result: 0 (the TCR does not bind to the epitope). (2) The epitope is RAKFKQLL. The TCR CDR3 sequence is CASSPRTDLSAPNTGELFF. Result: 1 (the TCR binds to the epitope). (3) The epitope is GTHWFVTQR. The TCR CDR3 sequence is CASSLMDRTEAFF. Result: 0 (the TCR does not bind to the epitope). (4) The epitope is KLPDDFTGCV. The TCR CDR3 sequence is CASSKGGSNQPQHF. Result: 1 (the TCR binds to the epitope).